This data is from Reaction yield outcomes from USPTO patents with 853,638 reactions. The task is: Predict the reaction yield, written as a fraction of the theoretical maximum amount of product (1.0 means a 100% yield; for example, 0.34 means a 34% yield). (1) The reactants are CO[C:3]([C:5]1[C:13]2[N:12]([CH:14]3[CH2:16][CH2:15]3)[C:11]([C@@H:17]([NH:19][C:20]([O:22][C:23]([CH3:26])([CH3:25])[CH3:24])=[O:21])[CH3:18])=[N:10][C:9]=2[CH:8]=[CH:7][C:6]=1[F:27])=[O:4].O[Li].O.CN(C(ON1N=NC2C=CC=NC1=2)=[N+](C)C)C.F[P-](F)(F)(F)(F)F.[NH:55]1[CH2:60][CH2:59][O:58][CH2:57][CH2:56]1.CCN(C(C)C)C(C)C. The catalyst is CO.O.C(Cl)Cl. The product is [C:23]([O:22][C:20](=[O:21])[NH:19][C@H:17]([C:11]1[N:12]([CH:14]2[CH2:15][CH2:16]2)[C:13]2[C:5]([C:3]([N:55]3[CH2:60][CH2:59][O:58][CH2:57][CH2:56]3)=[O:4])=[C:6]([F:27])[CH:7]=[CH:8][C:9]=2[N:10]=1)[CH3:18])([CH3:25])([CH3:26])[CH3:24]. The yield is 0.750. (2) The reactants are [S:1]([N:11]1[C:15]2=[N:16][CH:17]=[C:18]([NH:20][NH:21][C:22]([C@@H:24]3[CH2:28][CH2:27][C@H:26]([NH:29][C:30](=[O:36])[O:31][C:32]([CH3:35])([CH3:34])[CH3:33])[CH2:25]3)=O)[N:19]=[C:14]2[CH:13]=[CH:12]1)([C:4]1[CH:10]=[CH:9][C:7]([CH3:8])=[CH:6][CH:5]=1)(=[O:3])=[O:2].O=S(Cl)Cl.CCOC(C)=O.O. The catalyst is O1CCOCC1. The product is [C:32]([O:31][C:30](=[O:36])[NH:29][C@H:26]1[CH2:27][CH2:28][C@@H:24]([C:22]2[N:19]3[C:14]4[CH:13]=[CH:12][N:11]([S:1]([C:4]5[CH:10]=[CH:9][C:7]([CH3:8])=[CH:6][CH:5]=5)(=[O:2])=[O:3])[C:15]=4[N:16]=[CH:17][C:18]3=[N:20][N:21]=2)[CH2:25]1)([CH3:34])([CH3:35])[CH3:33]. The yield is 0.850. (3) The reactants are [C:1]([C:3]1[CH:8]=[CH:7][C:6]([N:9]2[CH2:14][CH2:13][N:12](C(OC(C)(C)C)=O)[C@@H:11]([CH3:22])[CH2:10]2)=[CH:5][CH:4]=1)#[N:2].[ClH:23]. The catalyst is O1CCOCC1.C(OCC)C. The product is [ClH:23].[CH3:22][C@@H:11]1[NH:12][CH2:13][CH2:14][N:9]([C:6]2[CH:7]=[CH:8][C:3]([C:1]#[N:2])=[CH:4][CH:5]=2)[CH2:10]1. The yield is 0.940. (4) The reactants are [CH2:1]([C@H:8]([NH:43][C:44](=[O:50])OC(C)(C)C)[CH2:9][C@H:10]([OH:42])[C@@H:11]([NH:19][C:20](=[O:41])[C@@H:21]([N:26]1[CH2:30][CH2:29][N:28]([CH2:31][C:32]2[N:33]=[C:34]([CH2:37][O:38][CH3:39])[S:35][CH:36]=2)[C:27]1=[O:40])[C:22]([CH3:25])([CH3:24])[CH3:23])[CH2:12][C:13]1[CH:18]=[CH:17][CH:16]=[CH:15][CH:14]=1)[C:2]1[CH:7]=[CH:6][CH:5]=[CH:4][CH:3]=1.FC(F)(F)C(O)=O.[CH3:58][O:59][C:60]([NH:62][C@@H:63]([C:67]([CH3:70])([CH3:69])[CH3:68])C(O)=O)=[O:61].CCN=C=NCCCN(C)C.C1C=CC2N(O)N=NC=2C=1.CN1CCOCC1. The product is [CH2:1]([C@H:8]([NH:43][C:44]([C@@H:63]([NH:62][C:60](=[O:61])[O:59][CH3:58])[C:67]([CH3:70])([CH3:69])[CH3:68])=[O:50])[CH2:9][C@H:10]([OH:42])[C@@H:11]([NH:19][C:20](=[O:41])[C@@H:21]([N:26]1[CH2:30][CH2:29][N:28]([CH2:31][C:32]2[N:33]=[C:34]([CH2:37][O:38][CH3:39])[S:35][CH:36]=2)[C:27]1=[O:40])[C:22]([CH3:25])([CH3:24])[CH3:23])[CH2:12][C:13]1[CH:18]=[CH:17][CH:16]=[CH:15][CH:14]=1)[C:2]1[CH:3]=[CH:4][CH:5]=[CH:6][CH:7]=1. The yield is 0.790. The catalyst is ClCCl.CN(C=O)C. (5) The reactants are [F:1][C:2]([F:31])([F:30])[C:3]1[CH:4]=[C:5]([NH:13][C:14](SC)=[C:15]([S:18]([C:21]2[CH:26]=[CH:25][C:24]([Cl:27])=[CH:23][CH:22]=2)(=[O:20])=[O:19])[C:16]#[N:17])[CH:6]=[C:7]([C:9]([F:12])([F:11])[F:10])[CH:8]=1.[CH3:32][CH:33]([NH2:38])[C:34]([CH3:37])([CH3:36])[CH3:35]. No catalyst specified. The product is [F:10][C:9]([F:12])([F:11])[C:7]1[CH:6]=[C:5]([NH:13][C:14]([NH:38][CH:33]([CH3:32])[C:34]([CH3:37])([CH3:36])[CH3:35])=[C:15]([S:18]([C:21]2[CH:26]=[CH:25][C:24]([Cl:27])=[CH:23][CH:22]=2)(=[O:19])=[O:20])[C:16]#[N:17])[CH:4]=[C:3]([C:2]([F:31])([F:1])[F:30])[CH:8]=1. The yield is 0.680.